From a dataset of Full USPTO retrosynthesis dataset with 1.9M reactions from patents (1976-2016). Predict the reactants needed to synthesize the given product. (1) Given the product [CH3:1][N:2]([CH3:31])[C:3](=[O:30])[CH2:4][N:5]1[C:14]2[C:9](=[N:10][CH:11]=[C:12]([CH2:15][C:16]3[CH:21]=[CH:20][C:19]([F:22])=[CH:18][CH:17]=3)[CH:13]=2)[C:8]([O-:23])=[C:7]([C:24]([NH:32][CH2:33][CH2:34][CH2:35][OH:36])=[O:25])[C:6]1=[O:29].[Na+:38], predict the reactants needed to synthesize it. The reactants are: [CH3:1][N:2]([CH3:31])[C:3](=[O:30])[CH2:4][N:5]1[C:14]2[C:9](=[N:10][CH:11]=[C:12]([CH2:15][C:16]3[CH:21]=[CH:20][C:19]([F:22])=[CH:18][CH:17]=3)[CH:13]=2)[C:8]([OH:23])=[C:7]([C:24](OCC)=[O:25])[C:6]1=[O:29].[NH2:32][CH2:33][CH2:34][CH2:35][OH:36].[OH-].[Na+:38]. (2) Given the product [CH3:20][C:21]1([CH3:37])[C:25]([CH3:27])([CH3:26])[O:24][B:23]([C:2]2[CH:3]=[CH:4][C:5]([C:8]([O:10][C:11]([CH3:14])([CH3:13])[CH3:12])=[O:9])=[N:6][CH:7]=2)[O:22]1, predict the reactants needed to synthesize it. The reactants are: Br[C:2]1[CH:3]=[CH:4][C:5]([C:8]([O:10][C:11]([CH3:14])([CH3:13])[CH3:12])=[O:9])=[N:6][CH:7]=1.C([O-])(=O)C.[K+].[CH3:20][C:21]1([CH3:37])[C:25]([CH3:27])([CH3:26])[O:24][B:23]([B:23]2[O:24][C:25]([CH3:27])([CH3:26])[C:21]([CH3:37])([CH3:20])[O:22]2)[O:22]1. (3) Given the product [CH2:24]([O:23][C:21](=[O:22])[CH2:20][O:8][CH2:7][CH:6]1[O:1][C:2]2=[CH:11][S:10][CH:9]=[C:3]2[O:4][CH2:5]1)[CH3:25], predict the reactants needed to synthesize it. The reactants are: [O:1]1[CH:6]([CH2:7][OH:8])[CH2:5][O:4][C:3]2=[CH:9][S:10][CH:11]=[C:2]12.O1CCCC1.[H-].[Na+].Br[CH2:20][C:21]([O:23][CH2:24][CH3:25])=[O:22]. (4) Given the product [F:1][C:2]1[CH:3]=[C:4]([C:8]2([CH2:29][CH2:30][N:31]3[C@H:36]4[CH2:37][CH2:38][C@@H:32]3[CH2:33][CH:34]([N:39]3[C:43]5[CH:44]=[CH:45][CH:46]=[CH:47][C:42]=5[N:41]=[C:40]3[CH3:48])[CH2:35]4)[CH2:13][CH2:12][N:11]([C:14](=[O:15])[C@@H:16]([NH2:21])[C:17]([CH3:20])([CH3:19])[CH3:18])[CH2:10][CH2:9]2)[CH:5]=[CH:6][CH:7]=1, predict the reactants needed to synthesize it. The reactants are: [F:1][C:2]1[CH:3]=[C:4]([C:8]2([CH2:29][CH2:30][N:31]3[C@H:36]4[CH2:37][CH2:38][C@@H:32]3[CH2:33][CH:34]([N:39]3[C:43]5[CH:44]=[CH:45][CH:46]=[CH:47][C:42]=5[N:41]=[C:40]3[CH3:48])[CH2:35]4)[CH2:13][CH2:12][N:11]([C:14]([C@@H:16]([NH:21]C(=O)OC(C)(C)C)[C:17]([CH3:20])([CH3:19])[CH3:18])=[O:15])[CH2:10][CH2:9]2)[CH:5]=[CH:6][CH:7]=1.Cl. (5) The reactants are: C([O:8][NH:9][C:10](=[O:32])[CH2:11][C@H:12]([C:22]1[O:23][CH:24]=[C:25]([CH2:27][NH:28][CH:29]([CH3:31])[CH3:30])[N:26]=1)[CH2:13][CH2:14][CH2:15][CH:16]1[CH2:21][CH2:20][CH2:19][CH2:18][CH2:17]1)C1C=CC=CC=1. Given the product [CH:16]1([CH2:15][CH2:14][CH2:13][C@@H:12]([C:22]2[O:23][CH:24]=[C:25]([CH2:27][NH:28][CH:29]([CH3:31])[CH3:30])[N:26]=2)[CH2:11][C:10]([NH:9][OH:8])=[O:32])[CH2:17][CH2:18][CH2:19][CH2:20][CH2:21]1, predict the reactants needed to synthesize it. (6) Given the product [CH3:1][O:2][CH:3]([O:19][CH3:20])[C@@:4]1([CH3:18])[C@H:9]([OH:10])[C@@H:8]([N:29]([C:26]2[CH:27]=[CH:28][C:23]([O:22][CH3:21])=[CH:24][CH:25]=2)[CH2:30][C:31]2[NH:35][CH:34]=[CH:33][N:32]=2)[C:7]2[CH:11]=[C:12]([N+:15]([O-:17])=[O:16])[CH:13]=[CH:14][C:6]=2[O:5]1, predict the reactants needed to synthesize it. The reactants are: [CH3:1][O:2][CH:3]([O:19][CH3:20])[C@@:4]1([CH3:18])[C@@H:9]2[O:10][C@@H:8]2[C:7]2[CH:11]=[C:12]([N+:15]([O-:17])=[O:16])[CH:13]=[CH:14][C:6]=2[O:5]1.[CH3:21][O:22][C:23]1[CH:28]=[CH:27][C:26]([NH:29][CH2:30][C:31]2[NH:32][CH:33]=[CH:34][N:35]=2)=[CH:25][CH:24]=1. (7) Given the product [CH3:10][O:11][C:12]1[N:17]=[CH:16][C:15]([CH2:18][NH:1][C:2]2[N:7]=[CH:6][C:5]([CH:8]=[O:9])=[CH:4][N:3]=2)=[CH:14][CH:13]=1, predict the reactants needed to synthesize it. The reactants are: [NH2:1][C:2]1[N:7]=[CH:6][C:5]([CH:8]=[O:9])=[CH:4][N:3]=1.[CH3:10][O:11][C:12]1[N:17]=[CH:16][C:15]([CH:18]=O)=[CH:14][CH:13]=1.FC(F)(F)C(O)=O.C([SiH](CC)CC)C. (8) Given the product [CH2:14]([O:13][C:11]1[CH:12]=[C:7]([N:27]2[CH2:28][CH2:29][CH2:30][CH:25]([CH3:24])[CH2:26]2)[N:8]=[CH:9][N:10]=1)[C:15]#[C:16][CH3:17], predict the reactants needed to synthesize it. The reactants are: CN(C)C=O.Cl[C:7]1[CH:12]=[C:11]([O:13][CH2:14][C:15]#[C:16][CH3:17])[N:10]=[CH:9][N:8]=1.C(=O)([O-])[O-].[K+].[K+].[CH3:24][CH:25]1[CH2:30][CH2:29][CH2:28][NH:27][CH2:26]1. (9) Given the product [C:15]([O:16][CH3:11])(=[O:17])[CH:14]([CH3:13])[OH:29].[C:15]([OH:17])(=[O:16])[CH:14]([CH3:13])[OH:29], predict the reactants needed to synthesize it. The reactants are: O.O.Cl[Sn]Cl.[NH4+].[Cl-].CO.C(O)[C@H:11]1[O:16][C@H:15]([O:17][C@]2(CO)O[C@H](CO)[C@@H](O)[C@@H]2O)[C@H:14]([OH:29])[C@@H:13](O)[C@@H]1O. (10) Given the product [CH2:56]([O:55][C:47]1[CH:46]=[CH:45][C:44]([C@@H:42]([OH:43])[C@@H:41]([NH:40][CH2:13][CH2:14][O:15][C:16]2[C:17]([CH3:39])=[CH:18][C:19]([C:23]3[CH:28]=[CH:27][C:26]([C:29]([O:31][CH2:32][C:33]4[CH:34]=[CH:35][CH:36]=[CH:37][CH:38]=4)=[O:30])=[CH:25][CH:24]=3)=[CH:20][C:21]=2[CH3:22])[CH3:63])=[CH:49][C:48]=1[NH:50][S:51]([CH3:54])(=[O:53])=[O:52])[C:57]1[CH:58]=[CH:59][CH:60]=[CH:61][CH:62]=1, predict the reactants needed to synthesize it. The reactants are: C(NC(C)C)(C)C.CS(O[CH2:13][CH2:14][O:15][C:16]1[C:21]([CH3:22])=[CH:20][C:19]([C:23]2[CH:28]=[CH:27][C:26]([C:29]([O:31][CH2:32][C:33]3[CH:38]=[CH:37][CH:36]=[CH:35][CH:34]=3)=[O:30])=[CH:25][CH:24]=2)=[CH:18][C:17]=1[CH3:39])(=O)=O.[NH2:40][C@@H:41]([CH3:63])[C@@H:42]([C:44]1[CH:45]=[CH:46][C:47]([O:55][CH2:56][C:57]2[CH:62]=[CH:61][CH:60]=[CH:59][CH:58]=2)=[C:48]([NH:50][S:51]([CH3:54])(=[O:53])=[O:52])[CH:49]=1)[OH:43].O.